From a dataset of Forward reaction prediction with 1.9M reactions from USPTO patents (1976-2016). Predict the product of the given reaction. (1) The product is: [F:1][C:2]1[CH:3]=[C:4]2[C:9](=[CH:10][CH:11]=1)[O:8][CH:7]([C:12]([O:14][C:30]1[CH:31]=[CH:32][C:27]([N+:24]([O-:26])=[O:25])=[CH:28][CH:29]=1)=[O:13])[CH2:6][CH2:5]2. Given the reactants [F:1][C:2]1[CH:3]=[C:4]2[C:9](=[CH:10][CH:11]=1)[O:8][CH:7]([C:12]([OH:14])=[O:13])[CH2:6][CH2:5]2.C(Cl)(=O)C(Cl)=O.ClCCl.[N+:24]([C:27]1[CH:32]=[CH:31][C:30](O)=[CH:29][CH:28]=1)([O-:26])=[O:25], predict the reaction product. (2) Given the reactants [C:1]([O:5][C:6]([NH:8][C@H:9]1[CH2:14][C@@H:13]([C:15]([F:18])([F:17])[F:16])[CH2:12][N:11](C(OCC2C=CC=CC=2)=O)[CH2:10]1)=[O:7])([CH3:4])([CH3:3])[CH3:2], predict the reaction product. The product is: [F:18][C:15]([F:16])([F:17])[C@H:13]1[CH2:12][NH:11][CH2:10][C@@H:9]([NH:8][C:6](=[O:7])[O:5][C:1]([CH3:2])([CH3:3])[CH3:4])[CH2:14]1. (3) Given the reactants [Br:1][C:2]1[CH:7]=[CH:6][C:5]([CH:8]2[CH2:10][O:9]2)=[C:4]([F:11])[CH:3]=1.[NH2:12][CH2:13][CH2:14][OH:15].CCOC(C)=O.C1COCC1, predict the reaction product. The product is: [Br:1][C:2]1[CH:7]=[CH:6][C:5]([CH:8]([OH:9])[CH2:10][NH:12][CH2:13][CH2:14][OH:15])=[C:4]([F:11])[CH:3]=1. (4) Given the reactants [N:1]1[N:2]([C:6]2[CH:13]=[CH:12][C:9]([CH:10]=[O:11])=[CH:8][CH:7]=2)[N:3]=[CH:4][CH:5]=1.[CH:14](Br)(Br)Br.[OH-:18].[K+].[CH3:20][OH:21], predict the reaction product. The product is: [N:1]1[N:2]([C:6]2[CH:7]=[CH:8][C:9]([CH:10]([O:11][CH3:14])[C:20]([OH:21])=[O:18])=[CH:12][CH:13]=2)[N:3]=[CH:4][CH:5]=1. (5) Given the reactants [Cl:1][C:2]1[CH:7]=[C:6]([C:8]([F:11])([F:10])[F:9])[N:5]=[C:4]([C:12]2[CH:13]=[N:14][CH:15]=[CH:16][CH:17]=2)[N:3]=1.[Cl:18][C:19]1[C:25]([O:26][CH3:27])=[CH:24][C:22]([NH2:23])=[C:21]([O:28][CH3:29])[CH:20]=1, predict the reaction product. The product is: [ClH:1].[Cl:18][C:19]1[C:25]([O:26][CH3:27])=[CH:24][C:22]([NH:23][C:2]2[CH:7]=[C:6]([C:8]([F:11])([F:10])[F:9])[N:5]=[C:4]([C:12]3[CH:13]=[N:14][CH:15]=[CH:16][CH:17]=3)[N:3]=2)=[C:21]([O:28][CH3:29])[CH:20]=1. (6) Given the reactants [Cl:1][C:2]1[C:3](B(O)O)=[CH:4][C:5]([F:8])=[N:6][CH:7]=1.Cl[C:13]1[N:18]=[C:17]([O:19][CH2:20][C:21]2([C:27]#[N:28])[CH2:26][CH2:25][O:24][CH2:23][CH2:22]2)[CH:16]=[N:15][CH:14]=1.C(=O)([O-])[O-].[Na+].[Na+].O, predict the reaction product. The product is: [Cl:1][C:2]1[C:3]([C:13]2[N:18]=[C:17]([O:19][CH2:20][C:21]3([C:27]#[N:28])[CH2:26][CH2:25][O:24][CH2:23][CH2:22]3)[CH:16]=[N:15][CH:14]=2)=[CH:4][C:5]([F:8])=[N:6][CH:7]=1. (7) Given the reactants [CH3:1][S:2]([N:5]1[CH2:10][CH2:9][N:8]([CH2:11][C:12]2[S:34][C:15]3[N:16]=[C:17]([C:26]4[CH:27]=[N:28][CH:29]=[C:30]([CH:33]=4)[CH:31]=[O:32])[N:18]=[C:19]([N:20]4[CH2:25][CH2:24][O:23][CH2:22][CH2:21]4)[C:14]=3[CH:13]=2)[CH2:7][CH2:6]1)(=[O:4])=[O:3].C(O[BH-](OC(=O)C)OC(=O)C)(=O)C.[Na+].O.C(Cl)Cl, predict the reaction product. The product is: [O:23]1[CH2:24][CH2:25][N:20]([C:19]2[C:14]3[CH:13]=[C:12]([CH2:11][N:8]4[CH2:7][CH2:6][N:5]([S:2]([CH3:1])(=[O:4])=[O:3])[CH2:10][CH2:9]4)[S:34][C:15]=3[N:16]=[C:17]([C:26]3[CH:33]=[C:30]([CH2:31][OH:32])[CH:29]=[N:28][CH:27]=3)[N:18]=2)[CH2:21][CH2:22]1. (8) Given the reactants [NH2:1][C:2]1[C:6]2[C:7](=[O:30])[N:8]([CH:23]([CH:27]([CH3:29])[CH3:28])[C:24](O)=[O:25])[CH:9]=[C:10]([C:11]3[CH:15]=[C:14]([N:16]4[CH2:21][CH2:20][O:19][CH2:18][CH2:17]4)[N:13]([CH3:22])[N:12]=3)[C:5]=2[NH:4][N:3]=1.[NH4+].[N:32]1(O)C2C=CC=CC=2N=N1.C(N(CC)CC)C.Cl.CN(C)CCCN=C=NCC, predict the reaction product. The product is: [NH2:1][C:2]1[C:6]2[C:7](=[O:30])[N:8]([CH:23]([CH:27]([CH3:29])[CH3:28])[C:24]([NH2:32])=[O:25])[CH:9]=[C:10]([C:11]3[CH:15]=[C:14]([N:16]4[CH2:17][CH2:18][O:19][CH2:20][CH2:21]4)[N:13]([CH3:22])[N:12]=3)[C:5]=2[NH:4][N:3]=1. (9) Given the reactants [C:1]1([NH2:8])[CH:6]=[CH:5][CH:4]=[CH:3][C:2]=1[NH2:7].[CH2:9]([O:13][C:14]1[CH:15]=[C:16]([CH:22]=[CH:23][CH:24]=1)[O:17][CH2:18][C:19](O)=O)[CH:10]([CH3:12])[CH3:11], predict the reaction product. The product is: [N:7]1[C:2]2[CH:3]=[CH:4][CH:5]=[CH:6][C:1]=2[NH:8][C:19]=1[CH2:18][O:17][C:16]1[CH:22]=[CH:23][CH:24]=[C:14]([O:13][CH2:9][CH:10]([CH3:11])[CH3:12])[CH:15]=1. (10) Given the reactants [F:1][C:2]1[CH:7]=[C:6]([F:8])[CH:5]=[CH:4][C:3]=1[C:9]1[O:10][C:11]2[CH:21]=[C:20]([N:22]([CH3:27])[S:23]([CH3:26])(=[O:25])=[O:24])[C:19](B3OC(C)(C)C(C)(C)O3)=[CH:18][C:12]=2[C:13]=1[C:14]([NH:16][CH3:17])=[O:15].Cl[C:38]1[CH:39]=[CH:40][C:41]2[N:42]=[CH:43][N:44]3[C:52]4[CH:51]=[CH:50][CH:49]=[C:48]([F:53])[C:47]=4[CH:46]=[C:45]3[C:54]=2[N:55]=1.C([O-])([O-])=O.[Cs+].[Cs+], predict the reaction product. The product is: [F:1][C:2]1[CH:7]=[C:6]([F:8])[CH:5]=[CH:4][C:3]=1[C:9]1[O:10][C:11]2[CH:21]=[C:20]([N:22]([CH3:27])[S:23]([CH3:26])(=[O:25])=[O:24])[C:19]([C:38]3[CH:39]=[CH:40][C:41]4[N:42]=[CH:43][N:44]5[C:52]6[CH:51]=[CH:50][CH:49]=[C:48]([F:53])[C:47]=6[CH:46]=[C:45]5[C:54]=4[N:55]=3)=[CH:18][C:12]=2[C:13]=1[C:14]([NH:16][CH3:17])=[O:15].